Dataset: Catalyst prediction with 721,799 reactions and 888 catalyst types from USPTO. Task: Predict which catalyst facilitates the given reaction. (1) Reactant: [Cl:1][C:2]1[CH:3]=[C:4](/[CH:22]=[C:23](\[F:29])/[C:24]([O:26]CC)=[O:25])[CH:5]=[N:6][C:7]=1[NH:8][C@@H:9]1[CH2:14][CH2:13][CH2:12][N:11]([CH2:15][CH:16]2[CH2:21][CH2:20][CH2:19][CH2:18][CH2:17]2)[CH2:10]1.[OH-].[Na+].[Na+].[Cl-]. Product: [Cl:1][C:2]1[CH:3]=[C:4](/[CH:22]=[C:23](\[F:29])/[C:24]([OH:26])=[O:25])[CH:5]=[N:6][C:7]=1[NH:8][C@@H:9]1[CH2:14][CH2:13][CH2:12][N:11]([CH2:15][CH:16]2[CH2:21][CH2:20][CH2:19][CH2:18][CH2:17]2)[CH2:10]1. The catalyst class is: 5. (2) Reactant: [CH3:1][C:2]([Si:5]([CH3:22])([CH3:21])[O:6][C@@H:7]1[CH2:11][N:10]([C:12]([O:14][C:15]([CH3:18])([CH3:17])[CH3:16])=[O:13])[C@@H:9]([CH2:19][OH:20])[CH2:8]1)([CH3:4])[CH3:3].[H-].[Na+].[CH3:25]I. Product: [CH3:4][C:2]([Si:5]([CH3:22])([CH3:21])[O:6][C@@H:7]1[CH2:11][N:10]([C:12]([O:14][C:15]([CH3:16])([CH3:18])[CH3:17])=[O:13])[C@@H:9]([CH2:19][O:20][CH3:25])[CH2:8]1)([CH3:1])[CH3:3]. The catalyst class is: 3. (3) Reactant: OC(C(F)(F)F)=O.[F:8][C:9]1[CH:35]=[C:34]([F:36])[CH:33]=[CH:32][C:10]=1[O:11][CH:12]1[CH2:17][CH2:16][N:15]([C:18]2[N:19]=[C:20]3[CH2:31][CH2:30][NH:29][CH2:28][C:21]3=[N:22][C:23]=2[NH:24][CH:25]([CH3:27])[CH3:26])[CH2:14][CH2:13]1.C(N(CC)CC)C.[N:44]1([C:49](Cl)=[O:50])[CH2:48][CH2:47][CH2:46][CH2:45]1. Product: [F:8][C:9]1[CH:35]=[C:34]([F:36])[CH:33]=[CH:32][C:10]=1[O:11][CH:12]1[CH2:13][CH2:14][N:15]([C:18]2[N:19]=[C:20]3[CH2:31][CH2:30][N:29]([C:49]([N:44]4[CH2:48][CH2:47][CH2:46][CH2:45]4)=[O:50])[CH2:28][C:21]3=[N:22][C:23]=2[NH:24][CH:25]([CH3:27])[CH3:26])[CH2:16][CH2:17]1. The catalyst class is: 2. (4) Product: [NH2:33][NH2:34].[NH2:18][CH2:19][C:24]([OH:26])=[O:25].[C:1]([O:3][CH2:4][CH3:5])(=[O:2])[CH:27]=[O:31]. The catalyst class is: 2. Reactant: [C:1]([NH:18][C@H:19]([C:24]([OH:26])=[O:25])CC(C)C)([O:3][CH2:4][CH:5]1C2C(=CC=CC=2)C2C1=CC=CC=2)=[O:2].[C:27]([O:31]C(=O)[NH:33][NH2:34])(C)(C)C.CN(C(ON1N=NC2C=CC=CC1=2)=[N+](C)C)C.[B-](F)(F)(F)F.CCN(C(C)C)C(C)C. (5) Reactant: [C:1]([C:3]1[C:4]([CH3:14])=[CH:5][C:6]([CH3:13])=[C:7]([CH:12]=1)[C:8]([O:10][CH3:11])=[O:9])#[N:2].[NH2:15][OH:16]. Product: [OH:16][N:15]=[C:1]([C:3]1[C:4]([CH3:14])=[CH:5][C:6]([CH3:13])=[C:7]([CH:12]=1)[C:8]([O:10][CH3:11])=[O:9])[NH2:2]. The catalyst class is: 14. (6) Reactant: [CH3:1][C:2]1[CH2:7][CH2:6][CH2:5][C:4]([CH3:9])([CH3:8])[C:3]=1[CH2:10][OH:11].[F:12][C:13]1[CH:14]=[C:15](O)[CH:16]=[CH:17][C:18]=1[F:19].C1(P(C2C=CC=CC=2)C2C=CC=CC=2)C=CC=CC=1.N(C(OCC)=O)=NC(OCC)=O. Product: [F:12][C:13]1[CH:14]=[CH:15][C:16]([O:11][CH2:10][C:3]2[C:4]([CH3:8])([CH3:9])[CH2:5][CH2:6][CH2:7][C:2]=2[CH3:1])=[CH:17][C:18]=1[F:19]. The catalyst class is: 7. (7) Reactant: [CH3:1][C:2]1[CH:23]=[CH:22][CH:21]=[C:20]([CH3:24])[C:3]=1[CH2:4][NH:5][C:6]1[C:14]2[N:13]=[C:12]([CH3:15])[N:11]([CH3:16])[C:10]=2[CH:9]=[C:8]([C:17](O)=[O:18])[CH:7]=1.[NH2:25][NH2:26]. Product: [CH3:1][C:2]1[CH:23]=[CH:22][CH:21]=[C:20]([CH3:24])[C:3]=1[CH2:4][NH:5][C:6]1[C:14]2[N:13]=[C:12]([CH3:15])[N:11]([CH3:16])[C:10]=2[CH:9]=[C:8]([C:17]([NH:25][NH2:26])=[O:18])[CH:7]=1. The catalyst class is: 213.